From a dataset of Reaction yield outcomes from USPTO patents with 853,638 reactions. Predict the reaction yield, written as a fraction of the theoretical maximum amount of product (1.0 means a 100% yield; for example, 0.34 means a 34% yield). (1) The reactants are [NH2:1][C:2]1[N:7]=[CH:6][C:5]([C:8]2[N:13]=[C:12]([N:14]3[CH2:19][CH2:18][O:17][CH2:16][CH2:15]3)[N:11]=[C:10](NC3C=NC4C(C=3)=CC=CC=4)[CH:9]=2)=[CH:4][N:3]=1.CC(C)([O-])C.[K+].[N:37]1[CH:42]=[CH:41][CH:40]=[C:39]([OH:43])[CH:38]=1. The catalyst is CS(C)=O. The product is [O:17]1[CH2:18][CH2:19][N:14]([C:12]2[N:13]=[C:8]([C:5]3[CH:4]=[N:3][C:2]([NH2:1])=[N:7][CH:6]=3)[CH:9]=[C:10]([O:43][C:39]3[CH:38]=[N:37][CH:42]=[CH:41][CH:40]=3)[N:11]=2)[CH2:15][CH2:16]1. The yield is 0.320. (2) The catalyst is C1(C)C(C)=CC=CC=1. The yield is 0.560. The product is [O:3]=[C:1]1[C:4]2[C:5](=[CH:8][CH:9]=[CH:10][CH:11]=2)[CH:6]([P:15]([CH2:14][CH:13]([CH3:12])[CH2:18][C:19]([CH3:22])([CH3:21])[CH3:20])(=[O:16])[OH:17])[O:7]1. The reactants are [C:1]([C:4]1[CH:11]=[CH:10][CH:9]=[CH:8][C:5]=1[CH:6]=[O:7])([OH:3])=O.[CH3:12][CH:13]([CH2:18][C:19]([CH3:22])([CH3:21])[CH3:20])[CH2:14][PH:15](=[O:17])[OH:16]. (3) The reactants are [CH3:1][C:2]1[O:6][N:5]=[C:4]([C:7]2[CH:12]=[CH:11][CH:10]=[CH:9][CH:8]=2)[C:3]=1[CH2:13][O:14][C:15]1[CH:23]=[CH:22][C:18]([C:19]([OH:21])=O)=[CH:17][N:16]=1.Cl.[NH:25]1[CH2:29][CH2:28][C:27](=[O:30])[NH:26]1. No catalyst specified. The product is [CH3:1][C:2]1[O:6][N:5]=[C:4]([C:7]2[CH:8]=[CH:9][CH:10]=[CH:11][CH:12]=2)[C:3]=1[CH2:13][O:14][C:15]1[N:16]=[CH:17][C:18]([C:19]([N:25]2[CH:29]=[CH:28][C:27](=[O:30])[NH:26]2)=[O:21])=[CH:22][CH:23]=1. The yield is 0.0500. (4) The catalyst is O1CCOCC1.C(OCC)(=O)C.[Pd].C1(P(C2C=CC=CC=2)C2C=CC=CC=2)C=CC=CC=1.C1(P(C2C=CC=CC=2)C2C=CC=CC=2)C=CC=CC=1.C1(P(C2C=CC=CC=2)C2C=CC=CC=2)C=CC=CC=1.C1(P(C2C=CC=CC=2)C2C=CC=CC=2)C=CC=CC=1. The product is [C:11]1([C:2]2[C:3]3[CH:10]=[CH:9][NH:8][C:4]=3[N:5]=[N:6][CH:7]=2)[CH:16]=[CH:15][CH:14]=[CH:13][CH:12]=1. The reactants are Cl[C:2]1[C:3]2[CH:10]=[CH:9][NH:8][C:4]=2[N:5]=[N:6][CH:7]=1.[C:11]1(B(O)O)[CH:16]=[CH:15][CH:14]=[CH:13][CH:12]=1.C(=O)([O-])[O-].[K+].[K+].O. The yield is 0.260. (5) The reactants are N1C=CC=CC=1.[NH2:7][C:8]1[CH:18]=[CH:17][C:11]([C:12]([O:14][CH2:15][CH3:16])=[O:13])=[CH:10][CH:9]=1.[CH:19]1[C:28]2[C:23](=[CH:24][CH:25]=[CH:26][CH:27]=2)[CH:22]=[CH:21][C:20]=1/[CH:29]=[CH:30]/[C:31](Cl)=[O:32]. The catalyst is C(Cl)Cl. The product is [CH:19]1[C:28]2[C:23](=[CH:24][CH:25]=[CH:26][CH:27]=2)[CH:22]=[CH:21][C:20]=1[CH:29]=[CH:30][C:31]([NH:7][C:8]1[CH:9]=[CH:10][C:11]([C:12]([O:14][CH2:15][CH3:16])=[O:13])=[CH:17][CH:18]=1)=[O:32]. The yield is 0.800. (6) The reactants are CN(C)/[CH:3]=[CH:4]/[C:5]1[C:15]([N+:16]([O-])=O)=[CH:14][C:13]([N+:19]([O-])=O)=[CH:12][C:6]=1[C:7]([O:9][CH2:10][CH3:11])=[O:8].Cl[Sn]Cl. The catalyst is C(O)C. The product is [NH2:19][C:13]1[CH:12]=[C:6]([C:7]([O:9][CH2:10][CH3:11])=[O:8])[C:5]2[CH:4]=[CH:3][NH:16][C:15]=2[CH:14]=1. The yield is 0.400.